Dataset: Catalyst prediction with 721,799 reactions and 888 catalyst types from USPTO. Task: Predict which catalyst facilitates the given reaction. Reactant: Cl[C:2]1[N:11]=[C:10]([N:12]2[CH2:17][CH2:16][O:15][CH2:14][CH2:13]2)[C:9]2[C:4](=[CH:5][C:6]([O:20][CH3:21])=[C:7]([O:18][CH3:19])[CH:8]=2)[N:3]=1.[C:22]([O:26][C:27]([N:29]1[CH2:34][CH2:33][CH:32]([NH2:35])[CH2:31][CH2:30]1)=[O:28])([CH3:25])([CH3:24])[CH3:23].C1(P(C2C=CC=CC=2)C2C=CC3C(=CC=CC=3)C=2C2C3C(=CC=CC=3)C=CC=2P(C2C=CC=CC=2)C2C=CC=CC=2)C=CC=CC=1.O(C(C)(C)C)[K]. Product: [C:22]([O:26][C:27]([N:29]1[CH2:34][CH2:33][CH:32]([NH:35][C:2]2[N:11]=[C:10]([N:12]3[CH2:17][CH2:16][O:15][CH2:14][CH2:13]3)[C:9]3[C:4](=[CH:5][C:6]([O:20][CH3:21])=[C:7]([O:18][CH3:19])[CH:8]=3)[N:3]=2)[CH2:31][CH2:30]1)=[O:28])([CH3:25])([CH3:23])[CH3:24]. The catalyst class is: 101.